From a dataset of Peptide-MHC class II binding affinity with 134,281 pairs from IEDB. Regression. Given a peptide amino acid sequence and an MHC pseudo amino acid sequence, predict their binding affinity value. This is MHC class II binding data. (1) The peptide sequence is KFTVFEAAFNKAIKE. The MHC is DRB3_0202 with pseudo-sequence DRB3_0202. The binding affinity (normalized) is 0.376. (2) The peptide sequence is KNPLKFDNTYFTELL. The MHC is HLA-DPA10103-DPB10401 with pseudo-sequence HLA-DPA10103-DPB10401. The binding affinity (normalized) is 0.921. (3) The peptide sequence is LRLGKEFIRCLALPF. The MHC is DRB3_0101 with pseudo-sequence DRB3_0101. The binding affinity (normalized) is 0.770. (4) The peptide sequence is NEKLATNSPRPVPGA. The MHC is DRB1_0101 with pseudo-sequence DRB1_0101. The binding affinity (normalized) is 0.323.